From a dataset of HIV replication inhibition screening data with 41,000+ compounds from the AIDS Antiviral Screen. Binary Classification. Given a drug SMILES string, predict its activity (active/inactive) in a high-throughput screening assay against a specified biological target. (1) The molecule is NC(=S)C1=C(N)Oc2c(c(=O)oc3ccccc23)C1c1ccc(Br)cc1. The result is 0 (inactive). (2) The molecule is CC(=O)OCC1OC(n2c(-c3ccc(Cl)cc3)ccc(C#N)c2=S)C(OC(C)=O)C(OC(C)=O)C1OC(C)=O. The result is 0 (inactive). (3) The compound is C=C(C)CCC(=O)C(C)(O)C1C(O)CC2(C)C3CCc4c(cc(OC5OC(CO)C(O)C(O)C5O)c(O)c4C)C3(C)C(=O)CC12C. The result is 0 (inactive).